Dataset: Full USPTO retrosynthesis dataset with 1.9M reactions from patents (1976-2016). Task: Predict the reactants needed to synthesize the given product. (1) The reactants are: [N+:1]([O-:4])(O)=[O:2].[Br:5][C:6]1[CH:12]=[CH:11][C:9]([NH2:10])=[CH:8][CH:7]=1. Given the product [Br:5][C:6]1[CH:12]=[CH:11][C:9]([NH2:10])=[CH:8][C:7]=1[N+:1]([O-:4])=[O:2], predict the reactants needed to synthesize it. (2) Given the product [N:1]1([C:7]2[N:8]=[C:9]([NH:49][C:50]3[CH:51]=[CH:52][C:53]([C:54]([F:55])([F:56])[F:57])=[CH:48][CH:29]=3)[C:10]3[CH2:16][CH2:15][N:14]([C:17]4[C:22]([C:23]([F:26])([F:25])[F:24])=[CH:21][CH:20]=[CH:19][N:18]=4)[CH2:13][CH2:12][C:11]=3[N:27]=2)[CH2:6][CH2:5][CH2:4][CH2:3][CH2:2]1, predict the reactants needed to synthesize it. The reactants are: [N:1]1([C:7]2[N:8]=[C:9](O)[C:10]3[CH2:16][CH2:15][N:14]([C:17]4[C:22]([C:23]([F:26])([F:25])[F:24])=[CH:21][CH:20]=[CH:19][N:18]=4)[CH2:13][CH2:12][C:11]=3[N:27]=2)[CH2:6][CH2:5][CH2:4][CH2:3][CH2:2]1.[CH3:29]C([O-])(C)C.[K+].C(OC(C1C(=O)CCN([C:48]2[C:53]([C:54]([F:57])([F:56])[F:55])=[CH:52][CH:51]=[CH:50][N:49]=2)CC1)=O)C.Br.N1(C(=N)N)CCCCC1. (3) Given the product [F:11][C:2]([F:1])([F:10])[C:3]1[CH:4]=[CH:5][C:6]([S:9][CH2:19][CH2:18][C:20](=[O:21])[CH3:22])=[CH:7][CH:8]=1, predict the reactants needed to synthesize it. The reactants are: [F:1][C:2]([F:11])([F:10])[C:3]1[CH:8]=[CH:7][C:6]([SH:9])=[CH:5][CH:4]=1.C([O-])([O-])=O.[K+].[K+].[CH:18]([C:20]([CH3:22])=[O:21])=[CH2:19].O. (4) Given the product [O:4]1[C:8]2[CH:9]=[CH:10][CH:11]=[C:12]([N:13]3[CH2:18][CH2:17][N:16]([CH2:19][CH2:20][C@H:21]4[CH2:26][CH2:25][C@H:24]([NH:27][C:33](=[O:34])[C:32]5[CH:36]=[CH:37][C:29]([F:28])=[CH:30][CH:31]=5)[CH2:23][CH2:22]4)[CH2:15][CH2:14]3)[C:7]=2[O:6][CH2:5]1, predict the reactants needed to synthesize it. The reactants are: Cl.Cl.Cl.[O:4]1[C:8]2[CH:9]=[CH:10][CH:11]=[C:12]([N:13]3[CH2:18][CH2:17][N:16]([CH2:19][CH2:20][C@H:21]4[CH2:26][CH2:25][C@H:24]([NH2:27])[CH2:23][CH2:22]4)[CH2:15][CH2:14]3)[C:7]=2[O:6][CH2:5]1.[F:28][C:29]1[CH:37]=[CH:36][C:32]([C:33](O)=[O:34])=[CH:31][CH:30]=1. (5) Given the product [I:8][C:5]1[CH:6]=[CH:7][C:2]2[N:3]([CH:10]=[C:11]([C:13]3[CH:14]=[CH:15][C:16]([C:19]4[O:20][CH2:21][CH2:22][N:23]=4)=[CH:17][CH:18]=3)[N:1]=2)[CH:4]=1, predict the reactants needed to synthesize it. The reactants are: [NH2:1][C:2]1[CH:7]=[CH:6][C:5]([I:8])=[CH:4][N:3]=1.Br[CH2:10][C:11]([C:13]1[CH:18]=[CH:17][C:16]([C:19]2[O:20][CH2:21][CH2:22][N:23]=2)=[CH:15][CH:14]=1)=O.C(=O)([O-])O.[Na+].ClCCl.CO. (6) Given the product [NH2:7][C:8]12[CH2:15][CH:14]3[CH2:16][C:10]([C:17]([NH2:18])=[O:19])([CH2:11][CH:12]1[CH2:13]3)[CH2:9]2, predict the reactants needed to synthesize it. The reactants are: C(OC(=O)[NH:7][C:8]12[CH2:15][CH:14]3[CH2:16][C:10]([C:17](=[O:19])[NH2:18])([CH2:11][CH:12]1[CH2:13]3)[CH2:9]2)(C)(C)C.Cl. (7) Given the product [CH3:10][C:4]1([CH2:5][CH2:6][CH2:7][C:8]#[N:9])[O:13][CH2:12][CH2:11][O:3]1, predict the reactants needed to synthesize it. The reactants are: N#N.[O:3]=[C:4]([CH3:10])[CH2:5][CH2:6][CH2:7][C:8]#[N:9].[CH2:11](O)[CH2:12][OH:13].CC1C=CC(S(O)(=O)=O)=CC=1.C([O-])(O)=O.[Na+]. (8) Given the product [CH3:9][O:10][CH:11]1[CH2:16][CH2:15][C:14]2([O:17][CH2:18]2)[CH2:13][CH2:12]1, predict the reactants needed to synthesize it. The reactants are: [H-].[Na+].[I-].C[S+](C)(C)=O.[CH3:9][O:10][CH:11]1[CH2:16][CH2:15][C:14](=[O:17])[CH2:13][CH2:12]1.[CH3:18]CN(C(SCC)=O)C1CCCCC1. (9) Given the product [N+:8]([C:5]1[N:6]=[CH:7][C:2]([N:17]2[CH2:22][CH2:21][O:20][CH2:19][CH2:18]2)=[CH:3][CH:4]=1)([O-:10])=[O:9], predict the reactants needed to synthesize it. The reactants are: Br[C:2]1[CH:3]=[CH:4][C:5]([N+:8]([O-:10])=[O:9])=[N:6][CH:7]=1.C([O-])([O-])=O.[K+].[K+].[NH:17]1[CH2:22][CH2:21][O:20][CH2:19][CH2:18]1. (10) The reactants are: [CH3:1][C:2]1[CH:3]=[CH:4][C:5]([N+:11]([O-:13])=[O:12])=[C:6]([C:8](=[O:10])[CH3:9])[CH:7]=1.[Br:14]N1C(=O)CCC1=O.C(OOC(=O)C1C=CC=CC=1)(=O)C1C=CC=CC=1. Given the product [Br:14][CH2:1][C:2]1[CH:3]=[CH:4][C:5]([N+:11]([O-:13])=[O:12])=[C:6]([C:8](=[O:10])[CH3:9])[CH:7]=1, predict the reactants needed to synthesize it.